From a dataset of Peptide-MHC class I binding affinity with 185,985 pairs from IEDB/IMGT. Regression. Given a peptide amino acid sequence and an MHC pseudo amino acid sequence, predict their binding affinity value. This is MHC class I binding data. (1) The peptide sequence is SEFSSLPSY. The MHC is Patr-B1301 with pseudo-sequence Patr-B1301. The binding affinity (normalized) is 0.203. (2) The peptide sequence is IQMSSGNLLF. The MHC is HLA-B15:01 with pseudo-sequence HLA-B15:01. The binding affinity (normalized) is 1.00. (3) The peptide sequence is GIPQQHTQV. The MHC is Mamu-A01 with pseudo-sequence Mamu-A01. The binding affinity (normalized) is 0.173. (4) The peptide sequence is WRRRWQQLLA. The MHC is HLA-B27:05 with pseudo-sequence HLA-B27:05. The binding affinity (normalized) is 0.660. (5) The peptide sequence is EMKTDAATLAQ. The MHC is HLA-A26:01 with pseudo-sequence HLA-A26:01. The binding affinity (normalized) is 0.217. (6) The peptide sequence is VAVCVGVIM. The MHC is H-2-Kb with pseudo-sequence H-2-Kb. The binding affinity (normalized) is 0.281. (7) The peptide sequence is LPNDRVLDI. The MHC is HLA-B53:01 with pseudo-sequence HLA-B53:01. The binding affinity (normalized) is 0.487.